This data is from TCR-epitope binding with 47,182 pairs between 192 epitopes and 23,139 TCRs. The task is: Binary Classification. Given a T-cell receptor sequence (or CDR3 region) and an epitope sequence, predict whether binding occurs between them. (1) The epitope is SSTFNVPMEKLK. The TCR CDR3 sequence is CSASEGTSSYEQYF. Result: 0 (the TCR does not bind to the epitope). (2) The epitope is YLQPRTFLL. The TCR CDR3 sequence is CALGSSNTGELFF. Result: 1 (the TCR binds to the epitope). (3) The epitope is PKYVKQNTLKLAT. The TCR CDR3 sequence is CASSDRGANSYNEQFF. Result: 1 (the TCR binds to the epitope). (4) The epitope is VLWAHGFEL. The TCR CDR3 sequence is CASSLGGEQYF. Result: 1 (the TCR binds to the epitope). (5) The epitope is GTSGSPIINR. The TCR CDR3 sequence is CASSPSWGRNQPQHF. Result: 1 (the TCR binds to the epitope). (6) The epitope is QASQEVKNW. The TCR CDR3 sequence is CASSQYLLAGARGTYEQYF. Result: 1 (the TCR binds to the epitope). (7) The epitope is VSFIEFVGW. The TCR CDR3 sequence is CASSLYEQYF. Result: 0 (the TCR does not bind to the epitope). (8) The epitope is MPASWVMRI. The TCR CDR3 sequence is CATTEGQQETQYF. Result: 1 (the TCR binds to the epitope).